This data is from Tyrosyl-DNA phosphodiesterase HTS with 341,365 compounds. The task is: Binary Classification. Given a drug SMILES string, predict its activity (active/inactive) in a high-throughput screening assay against a specified biological target. The drug is S(=O)(=O)(Nc1cc(cc(c1)C(F)(F)F)C(F)(F)F)c1ccc(C2CC(=O)NC2)cc1. The result is 0 (inactive).